This data is from Full USPTO retrosynthesis dataset with 1.9M reactions from patents (1976-2016). The task is: Predict the reactants needed to synthesize the given product. (1) The reactants are: [F:1][C:2]1[CH:3]=[C:4]([NH:25][C:26]2[CH:31]=[CH:30][C:29]([I:32])=[CH:28][C:27]=2[F:33])[C:5]([N+:22]([O-])=O)=[C:6]([CH:21]=1)[O:7][C:8]1[C:9]([CH3:20])=[C:10]([NH:14][S:15]([CH2:18][CH3:19])(=[O:17])=[O:16])[CH:11]=[CH:12][CH:13]=1. Given the product [NH2:22][C:5]1[C:4]([NH:25][C:26]2[CH:31]=[CH:30][C:29]([I:32])=[CH:28][C:27]=2[F:33])=[CH:3][C:2]([F:1])=[CH:21][C:6]=1[O:7][C:8]1[C:9]([CH3:20])=[C:10]([NH:14][S:15]([CH2:18][CH3:19])(=[O:16])=[O:17])[CH:11]=[CH:12][CH:13]=1, predict the reactants needed to synthesize it. (2) Given the product [Br:1][C:2]1[CH:7]=[CH:6][C:5]([C:24]2([OH:31])[C:25]3[C:30](=[CH:29][CH:28]=[CH:27][CH:26]=3)[N:22]([CH2:21][C:19]3[O:20][C:16]([C:15]([F:34])([F:33])[F:14])=[CH:17][CH:18]=3)[C:23]2=[O:32])=[C:4]([OH:8])[CH:3]=1, predict the reactants needed to synthesize it. The reactants are: [Br:1][C:2]1[CH:3]=[C:4]([OH:8])[CH:5]=[CH:6][CH:7]=1.C([Mg]Cl)(C)C.[F:14][C:15]([F:34])([F:33])[C:16]1[O:20][C:19]([CH2:21][N:22]2[C:30]3[C:25](=[CH:26][CH:27]=[CH:28][CH:29]=3)[C:24](=[O:31])[C:23]2=[O:32])=[CH:18][CH:17]=1. (3) Given the product [Cl:1][C:2]1[N:3]=[C:4]([O:36][CH:33]2[CH2:34][CH2:35][O:30][CH2:31][CH2:32]2)[C:5]2[C:10]([C:11]3[CH:20]=[CH:19][C:14]([C:15]([NH:17][CH3:18])=[O:16])=[CH:13][CH:12]=3)=[CH:9][N:8]([CH2:21][O:22][CH2:23][CH2:24][Si:25]([CH3:26])([CH3:28])[CH3:27])[C:6]=2[N:7]=1, predict the reactants needed to synthesize it. The reactants are: [Cl:1][C:2]1[N:3]=[C:4](Cl)[C:5]2[C:10]([C:11]3[CH:20]=[CH:19][C:14]([C:15]([NH:17][CH3:18])=[O:16])=[CH:13][CH:12]=3)=[CH:9][N:8]([CH2:21][O:22][CH2:23][CH2:24][Si:25]([CH3:28])([CH3:27])[CH3:26])[C:6]=2[N:7]=1.[O:30]1[CH2:35][CH2:34][CH:33]([OH:36])[CH2:32][CH2:31]1.CC(C)([O-])C.[Na+]. (4) Given the product [Cl:29][C:14]1[C:15]([NH:19][C:20](=[O:28])[CH2:21][CH:22]2[CH2:27][CH2:26][CH2:25][CH2:24][CH2:23]2)=[C:16]2[C:11](=[CH:12][CH:13]=1)[N:10]=[C:9]([N:6]1[CH2:7][CH2:8][CH:3]([C:2]3[NH:1][C:32](=[O:44])[S:33][N:30]=3)[CH2:4][CH2:5]1)[CH:18]=[CH:17]2, predict the reactants needed to synthesize it. The reactants are: [NH2:1][C:2](=[N:30]O)[CH:3]1[CH2:8][CH2:7][N:6]([C:9]2[CH:18]=[CH:17][C:16]3[C:11](=[CH:12][CH:13]=[C:14]([Cl:29])[C:15]=3[NH:19][C:20](=[O:28])[CH2:21][CH:22]3[CH2:27][CH2:26][CH2:25][CH2:24][CH2:23]3)[N:10]=2)[CH2:5][CH2:4]1.[C:32](N1C=CN=C1)(N1C=CN=C1)=[S:33].[O:44]1CCCC1. (5) Given the product [Cl:1][C:2]1[C:3]([F:19])=[C:4]([N:24]2[C:25]([C:26]([O:28][CH2:29][CH3:30])=[O:27])=[C:21]([CH3:20])[N:22]=[CH:23]2)[CH:5]=[CH:6][CH:7]=1.[Cl:1][C:2]1[C:3]([F:19])=[C:4]([N:8]2[C:12]([CH3:13])=[C:11]([C:14]([O:16][CH2:17][CH3:18])=[O:15])[N:10]=[CH:9]2)[CH:5]=[CH:6][CH:7]=1, predict the reactants needed to synthesize it. The reactants are: [Cl:1][C:2]1[C:3]([F:19])=[C:4]([N:8]2[C:12]([CH3:13])=[C:11]([C:14]([O:16][CH2:17][CH3:18])=[O:15])[N:10]=[CH:9]2)[CH:5]=[CH:6][CH:7]=1.[CH3:20][C:21]1[N:22]=[CH:23][NH:24][C:25]=1[C:26]([O:28][CH2:29][CH3:30])=[O:27].ClC1C(F)=C(B(O)O)C=CC=1.